This data is from Forward reaction prediction with 1.9M reactions from USPTO patents (1976-2016). The task is: Predict the product of the given reaction. (1) Given the reactants [CH3:1][O:2][C:3]1[C:4]([CH2:13]O)=[CH:5][C:6]2[C:11]([CH:12]=1)=[CH:10][CH:9]=[CH:8][CH:7]=2.Cl.[CH:16]([CH:29]1[C:34](=[O:35])[CH2:33][CH2:32][NH:31][CH2:30]1)([C:23]1[CH:28]=[CH:27][CH:26]=[CH:25][CH:24]=1)[C:17]1[CH:22]=[CH:21][CH:20]=[CH:19][CH:18]=1.C(N(C(C)C)CC)(C)C.C(=O)(O)[O-].[Na+], predict the reaction product. The product is: [CH:16]([CH:29]1[C:34](=[O:35])[CH2:33][CH2:32][N:31]([CH2:13][C:4]2[C:3]([O:2][CH3:1])=[CH:12][C:11]3[C:6](=[CH:7][CH:8]=[CH:9][CH:10]=3)[CH:5]=2)[CH2:30]1)([C:23]1[CH:28]=[CH:27][CH:26]=[CH:25][CH:24]=1)[C:17]1[CH:18]=[CH:19][CH:20]=[CH:21][CH:22]=1. (2) The product is: [F:1][C:2]1[CH:7]=[CH:6][C:5]([C:8]2[O:9][C:10]([C:13]3[C:14]([C:19]4[CH:24]=[CH:23][CH:22]=[CH:21][CH:20]=4)=[N:15][O:16][C:17]=3[CH2:18][NH:28][CH3:29])=[N:11][N:12]=2)=[C:4]([O:25][CH3:26])[CH:3]=1. Given the reactants [F:1][C:2]1[CH:7]=[CH:6][C:5]([C:8]2[O:9][C:10]([C:13]3[C:14]([C:19]4[CH:24]=[CH:23][CH:22]=[CH:21][CH:20]=4)=[N:15][O:16][C:17]=3[CH3:18])=[N:11][N:12]=2)=[C:4]([O:25][CH3:26])[CH:3]=1.Br[N:28]1C(=O)CC[C:29]1=O.N(C(C)(C)C#N)=NC(C)(C)C#N.CN.C(=O)([O-])[O-].[K+].[K+], predict the reaction product. (3) Given the reactants [F:1][C:2]1[CH:7]=[C:6]([CH:8]([CH3:12])[C:9]([OH:11])=[O:10])[CH:5]=[CH:4][C:3]=1[C:13]1[CH:18]=[CH:17][C:16]([C:19]([F:22])([F:21])[F:20])=[CH:15][CH:14]=1.S(=O)(=O)(O)O.[CH3:28]O, predict the reaction product. The product is: [CH3:28][O:10][C:9](=[O:11])[CH:8]([C:6]1[CH:7]=[C:2]([F:1])[C:3]([C:13]2[CH:18]=[CH:17][C:16]([C:19]([F:20])([F:21])[F:22])=[CH:15][CH:14]=2)=[CH:4][CH:5]=1)[CH3:12]. (4) Given the reactants Cl.Cl.[C:3]([CH2:11][C:12]([O:14][CH3:15])=[O:13])(=O)[C:4]1[CH:9]=[CH:8][CH:7]=[N:6][CH:5]=1.C([O-])(=O)C.[Na+].C(O)(=O)C.[NH3:25], predict the reaction product. The product is: [NH2:25][C:3]([C:4]1[CH:5]=[N:6][CH:7]=[CH:8][CH:9]=1)=[CH:11][C:12]([O:14][CH3:15])=[O:13]. (5) Given the reactants [F:1][C:2]1[CH:3]=[C:4]2[C:8](=[CH:9][C:10]=1[F:11])[NH:7][C:6](=[O:12])/[C:5]/2=[C:13]1/[O:14][C:15]([CH3:26])([CH3:25])[C:16]([C:18]2[CH:19]=[N:20][C:21](F)=[CH:22][CH:23]=2)=[CH:17]/1.[CH3:27][NH:28][CH2:29][CH:30]([OH:33])[CH2:31][OH:32].O, predict the reaction product. The product is: [OH:33][CH:30]([CH2:31][OH:32])[CH2:29][N:28]([CH3:27])[C:21]1[N:20]=[CH:19][C:18]([C:16]2[C:15]([CH3:26])([CH3:25])[O:14]/[C:13](=[C:5]3/[C:6](=[O:12])[NH:7][C:8]4[C:4]/3=[CH:3][C:2]([F:1])=[C:10]([F:11])[CH:9]=4)/[CH:17]=2)=[CH:23][CH:22]=1. (6) The product is: [CH:11]1([NH2:14])[C:12]2[C:7](=[CH:6][CH:5]=[C:4]([NH2:1])[CH:13]=2)[CH2:8][CH2:9][CH2:10]1. Given the reactants [N+:1]([C:4]1[CH:13]=[C:12]2[C:7]([CH2:8][CH2:9][CH2:10][C:11]2=[N:14]O)=[CH:6][CH:5]=1)([O-])=O, predict the reaction product.